Task: Predict the product of the given reaction.. Dataset: Forward reaction prediction with 1.9M reactions from USPTO patents (1976-2016) (1) The product is: [CH2:2]([N:9]1[CH:17]=[C:16]2[C:11]([CH:12]=[C:13]([C:18]3[CH:19]=[C:20]([CH:28]4[CH2:33][CH2:32][CH2:31][N:30]([S:35]([CH3:34])(=[O:37])=[O:36])[CH2:29]4)[N:21]4[C:26]=3[C:25]([NH2:27])=[N:24][CH:23]=[N:22]4)[CH:14]=[CH:15]2)=[N:10]1)[C:3]1[CH:4]=[CH:5][CH:6]=[CH:7][CH:8]=1. Given the reactants Cl.[CH2:2]([N:9]1[CH:17]=[C:16]2[C:11]([CH:12]=[C:13]([C:18]3[CH:19]=[C:20]([CH:28]4[CH2:33][CH2:32][CH2:31][NH:30][CH2:29]4)[N:21]4[C:26]=3[C:25]([NH2:27])=[N:24][CH:23]=[N:22]4)[CH:14]=[CH:15]2)=[N:10]1)[C:3]1[CH:8]=[CH:7][CH:6]=[CH:5][CH:4]=1.[CH3:34][S:35](Cl)(=[O:37])=[O:36].C(N(CC)C(C)C)(C)C, predict the reaction product. (2) Given the reactants C(OC([NH:11][CH:12]1[CH:17]([NH:18][C:19]([O:21][CH2:22][CH2:23][Si:24]([CH3:27])([CH3:26])[CH3:25])=[O:20])[CH2:16][CH2:15][CH:14]([C:28]([O:30][CH2:31][CH3:32])=[O:29])[CH2:13]1)=O)C1C=CC=CC=1.[H][H], predict the reaction product. The product is: [NH2:11][CH:12]1[CH:17]([NH:18][C:19]([O:21][CH2:22][CH2:23][Si:24]([CH3:27])([CH3:25])[CH3:26])=[O:20])[CH2:16][CH2:15][CH:14]([C:28]([O:30][CH2:31][CH3:32])=[O:29])[CH2:13]1. (3) Given the reactants ClC1C=CC(C(OC2CNC2)C2C=CC(Cl)=CC=2)=CC=1.[N-]=C=O.Cl[C:25]1[CH:50]=[C:49]([Cl:51])[CH:48]=[CH:47][C:26]=1[CH:27]([O:35][CH:36]1[CH2:39][N:38]([C:40]([NH:42][C:43]([CH3:46])([CH3:45])[CH3:44])=[O:41])[CH2:37]1)[C:28]1[CH:33]=[CH:32][C:31]([Cl:34])=[CH:30][CH:29]=1, predict the reaction product. The product is: [Cl:34][C:31]1[CH:32]=[CH:33][C:28]([CH:27]([O:35][CH:36]2[CH2:39][N:38]([C:40]([NH:42][C:43]([CH3:44])([CH3:45])[CH3:46])=[O:41])[CH2:37]2)[C:26]2[CH:47]=[CH:48][C:49]([Cl:51])=[CH:50][CH:25]=2)=[CH:29][CH:30]=1. (4) Given the reactants [CH3:1][CH:2]([CH3:10])[CH2:3][CH2:4][CH2:5][CH2:6][CH2:7]C=O.[C:11](O)(=O)[CH2:12][C:13]([OH:15])=[O:14].S(=O)(=O)(O)O, predict the reaction product. The product is: [CH3:1][CH:2]([CH3:10])[CH2:3][CH2:4][CH2:5][CH2:6][CH2:7][CH:11]=[CH:12][C:13]([OH:15])=[O:14]. (5) Given the reactants C[O-].[Na+].[CH3:4][O:5][C:6]1[CH:11]=[CH:10][C:9]([CH2:12][C:13](=O)[CH3:14])=[CH:8][CH:7]=1.[N:16]([C:19]1[CH:24]=[CH:23][C:22]([C:25]([F:28])([F:27])[F:26])=[CH:21][C:20]=1[F:29])=[N+:17]=[N-:18], predict the reaction product. The product is: [F:29][C:20]1[CH:21]=[C:22]([C:25]([F:28])([F:27])[F:26])[CH:23]=[CH:24][C:19]=1[N:16]1[C:13]([CH3:14])=[C:12]([C:9]2[CH:10]=[CH:11][C:6]([O:5][CH3:4])=[CH:7][CH:8]=2)[N:18]=[N:17]1. (6) Given the reactants [CH:1]1([C:4]2[C:5](C(OC)=O)=[N:6][CH:7]=[CH:8][CH:9]=2)[CH2:3][CH2:2]1.[OH-].[Na+].C1(P([N:30]=[N+]=[N-])(C2C=CC=CC=2)=O)C=CC=CC=1.C(=O)([O-])O.[Na+], predict the reaction product. The product is: [CH:1]1([C:4]2[C:5]([NH2:30])=[N:6][CH:7]=[CH:8][CH:9]=2)[CH2:3][CH2:2]1.